This data is from Catalyst prediction with 721,799 reactions and 888 catalyst types from USPTO. The task is: Predict which catalyst facilitates the given reaction. Reactant: [CH3:1][O-:2].[Na+].Br[C:5]1[N:6]([CH:21]2[CH2:26][CH2:25][CH2:24][CH2:23][O:22]2)[C:7]2[C:12]([N:13]=1)=[C:11]([NH2:14])[N:10]=[C:9]([NH:15][C@H:16]([CH3:20])[CH2:17][CH2:18][CH3:19])[N:8]=2. Product: [CH3:20][C@@H:16]([NH:15][C:9]1[N:8]=[C:7]2[C:12]([N:13]=[C:5]([O:2][CH3:1])[N:6]2[CH:21]2[CH2:26][CH2:25][CH2:24][CH2:23][O:22]2)=[C:11]([NH2:14])[N:10]=1)[CH2:17][CH2:18][CH3:19]. The catalyst class is: 5.